Dataset: Catalyst prediction with 721,799 reactions and 888 catalyst types from USPTO. Task: Predict which catalyst facilitates the given reaction. (1) Reactant: CN(C(ON1N=NC2C=CC=NC1=2)=[N+](C)C)C.F[P-](F)(F)(F)(F)F.[NH2:25][CH2:26][C:27]1[C:28]([F:44])=[C:29]([O:34][C:35]2[CH:36]=[C:37]([CH:40]=[C:41]([Cl:43])[CH:42]=2)[C:38]#[N:39])[C:30]([Cl:33])=[CH:31][CH:32]=1.[C:45]([C:48]1[NH:52][C:51]([C:53](O)=[O:54])=[C:50]([Cl:56])[CH:49]=1)(=[O:47])[CH3:46].CCN(C(C)C)C(C)C. Product: [C:45]([C:48]1[NH:52][C:51]([C:53]([NH:25][CH2:26][C:27]2[CH:32]=[CH:31][C:30]([Cl:33])=[C:29]([O:34][C:35]3[CH:36]=[C:37]([C:38]#[N:39])[CH:40]=[C:41]([Cl:43])[CH:42]=3)[C:28]=2[F:44])=[O:54])=[C:50]([Cl:56])[CH:49]=1)(=[O:47])[CH3:46]. The catalyst class is: 3. (2) Reactant: [N:1]1[CH:6]=[CH:5][C:4]([O:7][C@@H:8]2[CH2:13][CH2:12][C@H:11]([CH:14]([CH2:20][CH3:21])[C:15]([O:17]CC)=[O:16])[CH2:10][CH2:9]2)=[CH:3][CH:2]=1.O.CO.[OH-].[Li+]. Product: [N:1]1[CH:2]=[CH:3][C:4]([O:7][C@@H:8]2[CH2:9][CH2:10][C@H:11]([CH:14]([CH2:20][CH3:21])[C:15]([OH:17])=[O:16])[CH2:12][CH2:13]2)=[CH:5][CH:6]=1. The catalyst class is: 1. (3) Reactant: FC(F)(F)C(O)=O.[CH3:8][O:9][C:10](=[O:18])[C@H:11]([O:13][CH:14]1[CH2:17][NH:16][CH2:15]1)[CH3:12].C(N(CC)CC)C.Cl[C:27]([O:29][CH:30]([CH3:32])[CH3:31])=[O:28]. Product: [CH:30]([O:29][C:27]([N:16]1[CH2:17][CH:14]([O:13][C@@H:11]([C:10]([O:9][CH3:8])=[O:18])[CH3:12])[CH2:15]1)=[O:28])([CH3:32])[CH3:31]. The catalyst class is: 2. (4) Reactant: [F:1][C:2]([F:22])([F:21])[C:3]1[CH:4]=[C:5]([C:9]2[O:10][C:11]3[C:17]([C:18](O)=[O:19])=[CH:16][CH:15]=[CH:14][C:12]=3[N:13]=2)[CH:6]=[CH:7][CH:8]=1.[S:23]1[CH:27]=[CH:26][N:25]=[C:24]1[NH2:28].CN(C(ON1N=NC2C=CC=NC1=2)=[N+](C)C)C.F[P-](F)(F)(F)(F)F.CCN(C(C)C)C(C)C. Product: [S:23]1[CH:27]=[CH:26][N:25]=[C:24]1[NH:28][C:18]([C:17]1[C:11]2[O:10][C:9]([C:5]3[CH:6]=[CH:7][CH:8]=[C:3]([C:2]([F:22])([F:1])[F:21])[CH:4]=3)=[N:13][C:12]=2[CH:14]=[CH:15][CH:16]=1)=[O:19]. The catalyst class is: 31.